This data is from Forward reaction prediction with 1.9M reactions from USPTO patents (1976-2016). The task is: Predict the product of the given reaction. (1) Given the reactants [CH2:1]([C@H:8]([NH:22]C(=O)OC(C)(C)C)[C@H:9]([OH:21])[CH2:10][NH:11][CH2:12][C:13]1[CH:18]=[CH:17][CH:16]=[C:15]([O:19][CH3:20])[CH:14]=1)[C:2]1[CH:7]=[CH:6][CH:5]=[CH:4][CH:3]=1.[O:30]1[CH2:35]COCC1.[ClH:36].CC[O:39]CC, predict the reaction product. The product is: [ClH:36].[NH2:22][C@@H:8]([CH2:1][C:2]1[CH:3]=[CH:4][CH:5]=[CH:6][CH:7]=1)[C@H:9]([OH:21])[CH2:10][N:11]([CH2:12][C:13]1[CH:18]=[CH:17][CH:16]=[C:15]([O:19][CH3:20])[CH:14]=1)[C:35](=[O:30])[OH:39]. (2) Given the reactants [F:1][C:2]1[CH:7]=[CH:6][C:5]([C:8]([C:11]2[CH:16]=[CH:15][C:14]([F:17])=[CH:13][CH:12]=2)=[CH:9][CH3:10])=[CH:4][CH:3]=1.[Br:18]Br.N1C=CC=CC=1.C(=O)([O-])O.[Na+], predict the reaction product. The product is: [F:1][C:2]1[CH:3]=[CH:4][C:5]([C:8]([C:11]2[CH:12]=[CH:13][C:14]([F:17])=[CH:15][CH:16]=2)=[C:9]([Br:18])[CH3:10])=[CH:6][CH:7]=1. (3) Given the reactants O[CH2:2][N:3]1[C:11]2[C:6](=[CH:7][CH:8]=[CH:9][CH:10]=2)[CH2:5][C:4]1=[O:12].[N:13]1[C:17]2[CH:18]=[CH:19][CH:20]=[CH:21][C:16]=2[NH:15][CH:14]=1.C(N1C=CN=C1)(N1C=CN=C1)=O, predict the reaction product. The product is: [N:13]1([CH2:2][N:3]2[C:11]3[C:6](=[CH:7][CH:8]=[CH:9][CH:10]=3)[CH2:5][C:4]2=[O:12])[C:17]2[CH:18]=[CH:19][CH:20]=[CH:21][C:16]=2[N:15]=[CH:14]1.